From a dataset of Full USPTO retrosynthesis dataset with 1.9M reactions from patents (1976-2016). Predict the reactants needed to synthesize the given product. (1) The reactants are: [N:1]1[CH:6]=[CH:5][CH:4]=[C:3]([C:7]2[O:8][C:9]3[C:15]([C:16]([O:18]C)=O)=[CH:14][CH:13]=[CH:12][C:10]=3[N:11]=2)[CH:2]=1.O.[NH4+:21]. Given the product [N:1]1[CH:6]=[CH:5][CH:4]=[C:3]([C:7]2[O:8][C:9]3[C:15]([C:16]([NH2:21])=[O:18])=[CH:14][CH:13]=[CH:12][C:10]=3[N:11]=2)[CH:2]=1, predict the reactants needed to synthesize it. (2) Given the product [Cl:52][C:47]1[C:46]([N:44]2[CH:7]=[C:6]([C:8]3[CH:17]=[CH:16][C:15]4[C:10](=[CH:11][CH:12]=[C:13]([C:18]5[N:22]([CH:23]6[CH2:28][CH2:27][CH2:26][CH2:25][CH2:24]6)[C:21]6[CH:29]=[CH:30][C:31]([C:33]([OH:35])=[O:34])=[CH:32][C:20]=6[N:19]=5)[CH:14]=4)[N:9]=3)[C:5](=[O:36])[NH:42][C:43]2=[O:53])=[CH:51][CH:50]=[CH:49][N:48]=1, predict the reactants needed to synthesize it. The reactants are: BrC1C=C[C:5]([OH:36])=[C:6]([C:8]2[CH:17]=[CH:16][C:15]3[C:10](=[CH:11][CH:12]=[C:13]([C:18]4[N:22]([CH:23]5[CH2:28][CH2:27][CH2:26][CH2:25][CH2:24]5)[C:21]5[CH:29]=[CH:30][C:31]([C:33]([OH:35])=[O:34])=[CH:32][C:20]=5[N:19]=4)[CH:14]=3)[N:9]=2)[CH:7]=1.C(C1C(=O)[NH:42][C:43](=[O:53])[N:44]([C:46]2[C:47]([Cl:52])=[N:48][CH:49]=[CH:50][CH:51]=2)C=1)(=O)C.[OH-].[K+]. (3) Given the product [Cl:1][C:2]1[N:3]=[C:4]2[N:12]([CH2:25][C:26]([C:28]3[CH:29]=[N:30][CH:31]=[CH:32][C:33]=3[CH3:34])=[O:27])[C@H:11]([C:13]([F:14])([F:15])[F:16])[CH2:10][CH2:9][N:5]2[C:6](=[O:8])[CH:7]=1, predict the reactants needed to synthesize it. The reactants are: [Cl:1][C:2]1[N:3]=[C:4]2[NH:12][C@H:11]([C:13]([F:16])([F:15])[F:14])[CH2:10][CH2:9][N:5]2[C:6](=[O:8])[CH:7]=1.C(=O)([O-])[O-].[Cs+].[Cs+].Br.Br[CH2:25][C:26]([C:28]1[CH:29]=[N:30][CH:31]=[CH:32][C:33]=1[CH3:34])=[O:27]. (4) Given the product [Cl:1][C:2]1[C:7]([C:8]2([C:11]#[N:12])[CH2:9][CH2:10]2)=[CH:6][CH:5]=[CH:4][N:3]=1, predict the reactants needed to synthesize it. The reactants are: [Cl:1][C:2]1[C:7]([C:8]2([C:11]#[N:12])[CH2:10][CH2:9]2)=[CH:6][C:5](F)=[CH:4][N:3]=1.ClC1C(CC#N)=CC=CN=1.ClC1C(CC#N)=CC(F)=CN=1. (5) The reactants are: [NH2:1][C@H:2]([C:15](=[O:24])[NH:16][CH2:17][C:18]1[CH:23]=[CH:22][CH:21]=[CH:20][N:19]=1)[CH2:3][CH2:4][CH2:5][CH2:6][NH:7][C:8](=[O:14])[O:9][C:10]([CH3:13])([CH3:12])[CH3:11].[N:25]1[C:34]2[C:33](=O)[CH2:32][CH2:31][CH2:30][C:29]=2[CH:28]=[CH:27][CH:26]=1.[BH4-].[Na+]. Given the product [O:24]=[C:15]([NH:16][CH2:17][C:18]1[CH:23]=[CH:22][CH:21]=[CH:20][N:19]=1)[C@@H:2]([NH:1][CH:33]1[C:34]2[N:25]=[CH:26][CH:27]=[CH:28][C:29]=2[CH2:30][CH2:31][CH2:32]1)[CH2:3][CH2:4][CH2:5][CH2:6][NH:7][C:8](=[O:14])[O:9][C:10]([CH3:13])([CH3:12])[CH3:11], predict the reactants needed to synthesize it. (6) The reactants are: [CH3:1][O:2][CH:3]1[O:9][C@H:8]([CH2:10]O)[C@@H:6]([OH:7])[C@H:4]1[OH:5].C(N(CC)CC)C.S(Cl)([Cl:21])=O. Given the product [CH3:1][O:2][CH:3]1[O:9][C@H:8]([CH2:10][Cl:21])[C@@H:6]([OH:7])[C@H:4]1[OH:5], predict the reactants needed to synthesize it.